The task is: Predict which catalyst facilitates the given reaction.. This data is from Catalyst prediction with 721,799 reactions and 888 catalyst types from USPTO. (1) Reactant: ClC[C:3]1([CH3:11])[CH:8]=[C:7]([CH3:9])[CH:6]=[C:5]([CH3:10])[CH2:4]1.[F:12][C:13]1[CH:14]=[C:15]([CH2:20][CH2:21][C:22]([O:24][CH2:25][CH3:26])=[O:23])[CH:16]=[CH:17][C:18]=1[OH:19].[C:27](=O)([O-])[O-].[K+].[K+].O. Product: [F:12][C:13]1[CH:14]=[C:15]([CH2:20][CH2:21][C:22]([O:24][CH2:25][CH3:26])=[O:23])[CH:16]=[CH:17][C:18]=1[O:19][CH2:27][C:4]1[C:3]([CH3:11])=[CH:8][C:7]([CH3:9])=[CH:6][C:5]=1[CH3:10]. The catalyst class is: 3. (2) Reactant: C(OC([N:8]([C:10]1([C@@H:13]2[CH2:17][CH2:16][NH:15][CH2:14]2)[CH2:12][CH2:11]1)[CH3:9])=O)(C)(C)C.C(N(CC)CC)C.[CH:25]1([N:28]2[C:37]3[C:32](=[CH:33][CH:34]=[C:35](F)[C:36]=3[CH3:38])[C:31](=[O:40])[C:30]([C:41]([OH:43])=[O:42])=[CH:29]2)[CH2:27][CH2:26]1. Product: [CH:25]1([N:28]2[C:37]3[C:32](=[CH:33][CH:34]=[C:35]([N:15]4[CH2:16][CH2:17][C@@H:13]([C:10]5([NH:8][CH3:9])[CH2:11][CH2:12]5)[CH2:14]4)[C:36]=3[CH3:38])[C:31](=[O:40])[C:30]([C:41]([OH:43])=[O:42])=[CH:29]2)[CH2:26][CH2:27]1. The catalyst class is: 16.